This data is from CYP2C19 inhibition data for predicting drug metabolism from PubChem BioAssay. The task is: Regression/Classification. Given a drug SMILES string, predict its absorption, distribution, metabolism, or excretion properties. Task type varies by dataset: regression for continuous measurements (e.g., permeability, clearance, half-life) or binary classification for categorical outcomes (e.g., BBB penetration, CYP inhibition). Dataset: cyp2c19_veith. The drug is COc1ccc(CNc2cc(-c3ccccc3OC)ncn2)c(OC)c1. The result is 1 (inhibitor).